The task is: Binary Classification. Given a drug SMILES string, predict its activity (active/inactive) in a high-throughput screening assay against a specified biological target.. This data is from M1 muscarinic receptor agonist screen with 61,833 compounds. (1) The molecule is O=c1n2c(nc3n(CCc4ccc(OC)cc4)c(=N)c(cc13)C#N)cccc2. The result is 0 (inactive). (2) The drug is O1C(CCC1)CNC(=O)c1c2c(c(=O)n(c1)CC)cc(OC)c(OC)c2. The result is 0 (inactive).